This data is from HIV replication inhibition screening data with 41,000+ compounds from the AIDS Antiviral Screen. The task is: Binary Classification. Given a drug SMILES string, predict its activity (active/inactive) in a high-throughput screening assay against a specified biological target. The molecule is CC1CCC2C(C)CC3C4C(C)(C)OC(=O)C4(C)C(=O)C23C1=O. The result is 0 (inactive).